From a dataset of Forward reaction prediction with 1.9M reactions from USPTO patents (1976-2016). Predict the product of the given reaction. (1) Given the reactants [NH2:1][C:2]1[CH:7]=[CH:6][C:5]([CH3:8])=[CH:4][CH:3]=1.C(N(CC)C(C)C)(C)C.[CH2:18]([O:20][C:21]1[CH:26]=[CH:25][C:24]([S:27](Cl)(=[O:29])=[O:28])=[CH:23][CH:22]=1)[CH3:19], predict the reaction product. The product is: [CH2:18]([O:20][C:21]1[CH:22]=[CH:23][C:24]([S:27]([NH:1][C:2]2[CH:7]=[CH:6][C:5]([CH3:8])=[CH:4][CH:3]=2)(=[O:29])=[O:28])=[CH:25][CH:26]=1)[CH3:19]. (2) The product is: [Cl:1][C:2]1[CH:3]=[N+:4]([O-:10])[CH:5]=[C:6]([O:8][CH3:9])[CH:7]=1. Given the reactants [Cl:1][C:2]1[CH:3]=[N:4][CH:5]=[C:6]([O:8][CH3:9])[CH:7]=1.[OH:10]O, predict the reaction product. (3) Given the reactants C12(COC3C(C4CC4)=CC(C(O)=O)=CN=3)CC3CC(CC(C3)C1)C2.[C@@H:25]12[CH2:31][C@@H:28]([CH2:29][CH2:30]1)[CH2:27][C@@H:26]2[O:32][C:33]1[C:41]([CH:42]2[CH2:44][CH2:43]2)=[CH:40][C:36]([C:37]([OH:39])=O)=[C:35]([F:45])[CH:34]=1.COCCS(N)(=O)=O.[N:54]1([S:58]([NH2:61])(=[O:60])=[O:59])[CH2:57][CH2:56][CH2:55]1, predict the reaction product. The product is: [N:54]1([S:58]([NH:61][C:37](=[O:39])[C:36]2[CH:40]=[C:41]([CH:42]3[CH2:43][CH2:44]3)[C:33]([O:32][C@H:26]3[CH2:27][C@H:28]4[CH2:31][C@@H:25]3[CH2:30][CH2:29]4)=[CH:34][C:35]=2[F:45])(=[O:60])=[O:59])[CH2:57][CH2:56][CH2:55]1. (4) Given the reactants [NH2:1][C:2]1[S:3][C:4]2[CH:32]=[CH:31][CH:30]=[CH:29][C:5]=2[C:6]=1[C:7]([N:9]1[CH2:14][CH2:13][CH:12]([N:15]2[CH2:28][CH2:27][CH2:26][C:17]3([C:21](=[O:22])[N:20]([CH2:23][CH3:24])[C:19](=[O:25])[CH2:18]3)[CH2:16]2)[CH2:11][CH2:10]1)=[O:8].[CH2:33]([N:35]=[C:36]=[O:37])[CH3:34].C(OC(C)C)(C)C, predict the reaction product. The product is: [CH2:33]([NH:35][C:36]([NH:1][C:2]1[S:3][C:4]2[CH:32]=[CH:31][CH:30]=[CH:29][C:5]=2[C:6]=1[C:7]([N:9]1[CH2:14][CH2:13][CH:12]([N:15]2[CH2:28][CH2:27][CH2:26][C:17]3([C:21](=[O:22])[N:20]([CH2:23][CH3:24])[C:19](=[O:25])[CH2:18]3)[CH2:16]2)[CH2:11][CH2:10]1)=[O:8])=[O:37])[CH3:34]. (5) Given the reactants Cl[Si:2]([C:15]([CH3:18])([CH3:17])[CH3:16])([C:9]1[CH:14]=[CH:13][CH:12]=[CH:11][CH:10]=1)[C:3]1[CH:8]=[CH:7][CH:6]=[CH:5][CH:4]=1.C(Cl)Cl.[OH:22][CH2:23][CH2:24][CH2:25]/[C:26](=[CH:36]\[S:37][C:38]1[CH:43]=[CH:42][CH:41]=[CH:40][CH:39]=1)/[C:27]([NH:29][C:30]1[CH:35]=[CH:34][CH:33]=[CH:32][CH:31]=1)=[O:28].N1C=CN=C1, predict the reaction product. The product is: [Si:2]([O:22][CH2:23][CH2:24][CH2:25]/[C:26](=[CH:36]\[S:37][C:38]1[CH:43]=[CH:42][CH:41]=[CH:40][CH:39]=1)/[C:27]([NH:29][C:30]1[CH:31]=[CH:32][CH:33]=[CH:34][CH:35]=1)=[O:28])([C:15]([CH3:18])([CH3:17])[CH3:16])([C:9]1[CH:14]=[CH:13][CH:12]=[CH:11][CH:10]=1)[C:3]1[CH:8]=[CH:7][CH:6]=[CH:5][CH:4]=1. (6) Given the reactants [OH-].[Na+].[CH3:3][C:4]1[CH:5]=[CH:6][C:7]([C:14]2[CH:19]=[CH:18][CH:17]=[CH:16][N:15]=2)=[C:8]([CH:13]=1)[C:9]([O:11]C)=[O:10], predict the reaction product. The product is: [CH3:3][C:4]1[CH:5]=[CH:6][C:7]([C:14]2[CH:19]=[CH:18][CH:17]=[CH:16][N:15]=2)=[C:8]([CH:13]=1)[C:9]([OH:11])=[O:10]. (7) Given the reactants [CH2:1]([O:8][C:9]1[CH:15]=[CH:14][C:12]([NH2:13])=[CH:11][C:10]=1[F:16])[C:2]1[CH:7]=[CH:6][CH:5]=[CH:4][CH:3]=1.C([O:19][CH:20]=[C:21]([C:27]#[N:28])[C:22](OCC)=O)C.C1(OC2C=CC=CC=2)C=CC=CC=1.C1(C2C=CC=CC=2)C=CC=CC=1, predict the reaction product. The product is: [CH2:1]([O:8][C:9]1[CH:15]=[C:14]2[C:12](=[CH:11][C:10]=1[F:16])[NH:13][CH:22]=[C:21]([C:27]#[N:28])[C:20]2=[O:19])[C:2]1[CH:3]=[CH:4][CH:5]=[CH:6][CH:7]=1. (8) The product is: [Cl-:1].[CH2:3]([C:8]1[C:17]2[C:12](=[CH:13][C:14]([O:20][CH3:21])=[C:15]([O:18][CH3:19])[CH:16]=2)[CH2:11][CH2:10][N+:9]=1[CH2:22][C:23]1[CH:28]=[CH:27][C:26]([O:29][CH3:30])=[CH:25][CH:24]=1)[CH2:4][CH2:5][CH2:6][CH2:7][CH3:32]. Given the reactants [Cl-:1].[Cl-].[CH2:3]([C:8]1[C:17]2[C:12](=[CH:13][C:14]([O:20][CH3:21])=[C:15]([O:18][CH3:19])[CH:16]=2)[CH2:11][CH2:10][N+:9]=1[CH2:22][C:23]1[CH:28]=[CH:27][C:26]([O:29][CH3:30])=[CH:25][CH:24]=1)[CH2:4][CH2:5][CH2:6][CH3:7].[Cl-].[CH2:32](C1C2C(=CC(OC)=C(OC)C=2)CC[N+]=1CC1C=CC(C)=CC=1)CCCCC, predict the reaction product. (9) Given the reactants [CH:1]1([C:4]2[CH:5]=[N:6][C:7]([NH:13][C:14]3[CH:15]=[C:16]4[C:20](=[C:21](/[CH:23]=[CH:24]/[CH2:25][O:26][CH3:27])[CH:22]=3)[N:19]([CH3:28])[CH:18]=[CH:17]4)=[C:8]([CH:12]=2)[C:9]([OH:11])=[O:10])[CH2:3][CH2:2]1, predict the reaction product. The product is: [CH:1]1([C:4]2[CH:5]=[N:6][C:7]([NH:13][C:14]3[CH:15]=[C:16]4[C:20](=[C:21]([CH2:23][CH2:24][CH2:25][O:26][CH3:27])[CH:22]=3)[N:19]([CH3:28])[CH:18]=[CH:17]4)=[C:8]([CH:12]=2)[C:9]([OH:11])=[O:10])[CH2:2][CH2:3]1. (10) Given the reactants [C:1]([NH:4][C:5]1[CH:10]=[CH:9][C:8]([CH2:11][C:12]([NH:14][C:15]2[C:16](=[O:30])[N:17]([CH2:23][C:24]3[CH:29]=[CH:28][CH:27]=[CH:26][CH:25]=3)[C:18](=[O:22])[NH:19][C:20]=2[NH2:21])=[O:13])=[CH:7][CH:6]=1)(=[O:3])[CH3:2].C(=O)([O-])[O-].[K+].[K+].Br[CH2:38][C:39]1[CH:43]=[CH:42][O:41][CH:40]=1.[Cl-].[Na+], predict the reaction product. The product is: [C:1]([NH:4][C:5]1[CH:6]=[CH:7][C:8]([CH2:11][C:12]([NH:14][C:15]2[C:16](=[O:30])[N:17]([CH2:23][C:24]3[CH:25]=[CH:26][CH:27]=[CH:28][CH:29]=3)[C:18](=[O:22])[N:19]([CH2:38][C:39]3[CH:43]=[CH:42][O:41][CH:40]=3)[C:20]=2[NH2:21])=[O:13])=[CH:9][CH:10]=1)(=[O:3])[CH3:2].